This data is from Reaction yield outcomes from USPTO patents with 853,638 reactions. The task is: Predict the reaction yield, written as a fraction of the theoretical maximum amount of product (1.0 means a 100% yield; for example, 0.34 means a 34% yield). (1) The yield is 0.470. No catalyst specified. The reactants are [NH2:1][C:2]1[CH:32]=[CH:31][C:5]2[N:6]=[C:7]([NH:9][C:10]3[CH:15]=[C:14]([CH2:16][C:17]4[CH:22]=[CH:21][CH:20]=[CH:19][CH:18]=4)[N:13]=[C:12]([NH:23][C@H:24]4[CH2:29][CH2:28][C@H:27]([OH:30])[CH2:26][CH2:25]4)[N:11]=3)[S:8][C:4]=2[CH:3]=1.C(N(C(C)C)C(C)C)C.[N+:42]([CH2:44][C:45]([O:47]CC)=O)#[C-:43].[O:50]1CCCC1. The product is [OH:30][C@H:27]1[CH2:26][CH2:25][C@H:24]([NH:23][C:12]2[N:11]=[C:10]([NH:9][C:7]3[S:8][C:4]4[CH:3]=[C:2]([N:1]5[C:45](=[O:47])[CH2:44][NH:42][C:43]5=[O:50])[CH:32]=[CH:31][C:5]=4[N:6]=3)[CH:15]=[C:14]([CH2:16][C:17]3[CH:18]=[CH:19][CH:20]=[CH:21][CH:22]=3)[N:13]=2)[CH2:29][CH2:28]1. (2) The reactants are C1C2C(COC([NH:18][C:19]3([C:32](=[O:46])[NH:33][CH2:34][CH2:35][C:36]4[C:44]5[C:39](=[CH:40][CH:41]=[C:42]([F:45])[CH:43]=5)[NH:38][CH:37]=4)[CH2:24][CH2:23][N:22]([C:25]([O:27][C:28]([CH3:31])([CH3:30])[CH3:29])=[O:26])[CH2:21][CH2:20]3)=O)C3C(=CC=CC=3)C=2C=CC=1.N12CCCN=C1CCCCC2. The catalyst is C(Cl)Cl. The product is [NH2:18][C:19]1([C:32](=[O:46])[NH:33][CH2:34][CH2:35][C:36]2[C:44]3[C:39](=[CH:40][CH:41]=[C:42]([F:45])[CH:43]=3)[NH:38][CH:37]=2)[CH2:20][CH2:21][N:22]([C:25]([O:27][C:28]([CH3:30])([CH3:31])[CH3:29])=[O:26])[CH2:23][CH2:24]1. The yield is 0.710. (3) The reactants are [C:1]([C:4]1[S:8][C:7]([C:9]([OH:11])=O)=[CH:6][CH:5]=1)(=[O:3])[CH3:2].S(Cl)(Cl)=O.[NH2:16][C:17]1[CH:18]=[C:19]([CH:32]=[CH:33][CH:34]=1)[C:20]([C:22]1[CH:30]=[C:29]2[C:25]([CH2:26][C:27](=[O:31])[NH:28]2)=[CH:24][CH:23]=1)=[O:21]. The catalyst is C1COCC1. The product is [O:31]=[C:27]1[CH2:26][C:25]2[C:29](=[CH:30][C:22]([C:20]([C:19]3[CH:18]=[C:17]([NH:16][C:9]([C:7]4[S:8][C:4]([C:1](=[O:3])[CH3:2])=[CH:5][CH:6]=4)=[O:11])[CH:34]=[CH:33][CH:32]=3)=[O:21])=[CH:23][CH:24]=2)[NH:28]1. The yield is 0.770. (4) The reactants are C(OC([N:8]1[CH2:13][CH2:12][N:11]([C:14]2[CH:15]=[N:16][C:17]([NH:20][C:21]3[N:22]=[CH:23][C:24]4[CH:30]=[C:29]([CH2:31][O:32]C(=O)C)[C:28](=[O:36])[N:27]([CH:37]5[CH2:41][CH2:40][CH2:39][CH2:38]5)[C:25]=4[N:26]=3)=[CH:18][CH:19]=2)[CH2:10][CH2:9]1)=O)(C)(C)C.C(Cl)(Cl)[Cl:43]. No catalyst specified. The product is [ClH:43].[CH:37]1([N:27]2[C:25]3[N:26]=[C:21]([NH:20][C:17]4[CH:18]=[CH:19][C:14]([N:11]5[CH2:10][CH2:9][NH:8][CH2:13][CH2:12]5)=[CH:15][N:16]=4)[N:22]=[CH:23][C:24]=3[CH:30]=[C:29]([CH2:31][OH:32])[C:28]2=[O:36])[CH2:38][CH2:39][CH2:40][CH2:41]1. The yield is 0.930.